From a dataset of Forward reaction prediction with 1.9M reactions from USPTO patents (1976-2016). Predict the product of the given reaction. (1) Given the reactants [F:1][C:2]1[CH:3]=[C:4]([C:8]2[N:13]=[CH:12][C:11]([C:14]([NH:16][CH:17]3[CH2:22][CH2:21][N:20]([C:23]4[CH:31]=[CH:30][C:26]([C:27](O)=[O:28])=[CH:25][N:24]=4)[CH2:19][CH2:18]3)=[O:15])=[CH:10][CH:9]=2)[CH:5]=[CH:6][CH:7]=1.C(Cl)CCl.C1C=CC2N(O)N=NC=2C=1.C[N:47]1[CH2:52][CH2:51][O:50][CH2:49][CH2:48]1.C(NCCO)C, predict the reaction product. The product is: [CH2:52]([N:47]([CH2:48][CH2:49][OH:50])[C:27](=[O:28])[C:26]1[CH:30]=[CH:31][C:23]([N:20]2[CH2:19][CH2:18][CH:17]([NH:16][C:14]([C:11]3[CH:12]=[N:13][C:8]([C:4]4[CH:5]=[CH:6][CH:7]=[C:2]([F:1])[CH:3]=4)=[CH:9][CH:10]=3)=[O:15])[CH2:22][CH2:21]2)=[N:24][CH:25]=1)[CH3:51]. (2) Given the reactants [CH2:1]([C:8]1[C:13](=[O:14])[N:12]([C:15]2[CH:20]=[CH:19][CH:18]=[C:17]([NH:21][C:22]([NH:24][C:25]3[CH:30]=[CH:29][CH:28]=[CH:27][C:26]=3[N+:31]([O-])=O)=[O:23])[CH:16]=2)[C:11]2[N:34]=[CH:35][CH:36]=[CH:37][C:10]=2[N:9]=1)[C:2]1[CH:7]=[CH:6][CH:5]=[CH:4][CH:3]=1, predict the reaction product. The product is: [NH2:31][C:26]1[CH:27]=[CH:28][CH:29]=[CH:30][C:25]=1[NH:24][C:22](=[O:23])[NH:21][C:17]1[CH:16]=[C:15]([N:12]2[C:13](=[O:14])[C:8]([CH2:1][C:2]3[CH:3]=[CH:4][CH:5]=[CH:6][CH:7]=3)=[N:9][C:10]3[CH:37]=[CH:36][CH:35]=[N:34][C:11]2=3)[CH:20]=[CH:19][CH:18]=1.